This data is from Full USPTO retrosynthesis dataset with 1.9M reactions from patents (1976-2016). The task is: Predict the reactants needed to synthesize the given product. (1) Given the product [CH3:26][C:25]1[C:21]([Ti+3:20])([CH3:30])[C:22]([CH3:29])=[C:23]([CH3:28])[C:24]=1[CH3:27].[C:1]([O:5][C:6]([C:8]1[CH:9]=[CH:10][C:11]([CH2:14][C:15]2([C:38]3[CH:37]=[CH:36][CH:35]=[C:34]([S-:39])[C:33]=3[S-:40])[CH:19]=[CH:18][CH:17]=[CH:16]2)=[CH:12][CH:13]=1)=[O:7])([CH3:2])([CH3:3])[CH3:4].[C:1]([O:5][C:6]([C:8]1[CH:9]=[CH:10][C:11]([CH2:14][C:15]2([C:38]3[CH:37]=[CH:36][CH:35]=[C:34]([S-:39])[C:33]=3[S-:40])[CH:19]=[CH:18][CH:17]=[CH:16]2)=[CH:12][CH:13]=1)=[O:7])([CH3:2])([CH3:3])[CH3:4].[C:1]([O:5][C:6]([C:8]1[CH:9]=[CH:10][C:11]([CH2:14][C:15]2([C:38]3[CH:37]=[CH:36][CH:35]=[C:34]([S-:39])[C:33]=3[S-:40])[CH:19]=[CH:18][CH:17]=[CH:16]2)=[CH:12][CH:13]=1)=[O:7])([CH3:2])([CH3:3])[CH3:4].[CH3:26][C:25]1[C:21]([Ti+3:20])([CH3:30])[C:22]([CH3:29])=[C:23]([CH3:28])[C:24]=1[CH3:27], predict the reactants needed to synthesize it. The reactants are: [C:1]([O:5][C:6]([C:8]1[CH:13]=[CH:12][C:11]([CH2:14][C:15]2([Ti:20](Cl)(Cl)[C:21]3([CH3:30])[C:25]([CH3:26])=[C:24]([CH3:27])[C:23]([CH3:28])=[C:22]3[CH3:29])[CH:19]=[CH:18][CH:17]=[CH:16]2)=[CH:10][CH:9]=1)=[O:7])([CH3:4])([CH3:3])[CH3:2].[C:33]1([SH:40])[C:34]([SH:39])=[CH:35][CH:36]=[CH:37][CH:38]=1. (2) The reactants are: Cl[C:2](=[O:13])[CH2:3][CH2:4][CH2:5][CH2:6][CH2:7][C:8]([O:10][CH2:11][CH3:12])=[O:9].C[Si](C)(C)C1S[CH:18]=[CH:19]N=1. Given the product [O:13]=[C:2]([C:19]1[CH:18]=[CH:5][CH:4]=[CH:3][CH:2]=1)[CH2:3][CH2:4][CH2:5][CH2:6][CH2:7][C:8]([O:10][CH2:11][CH3:12])=[O:9], predict the reactants needed to synthesize it. (3) Given the product [C:46]([C:2]1[S:6][C:5]([C:7]([N:9]2[CH2:10][CH2:11][N:12]([NH:15][C:16]([C:18]3[C:22]([O:23][CH3:24])=[C:21]([C:25]4[CH:26]=[CH:27][C:28]([Cl:31])=[CH:29][CH:30]=4)[N:20]([C:32]4[CH:37]=[CH:36][CH:35]=[CH:34][C:33]=4[Cl:38])[N:19]=3)=[O:17])[CH2:13][CH2:14]2)=[O:8])=[CH:4][CH:3]=1)#[N:47], predict the reactants needed to synthesize it. The reactants are: Br[C:2]1[S:6][C:5]([C:7]([N:9]2[CH2:14][CH2:13][N:12]([NH:15][C:16]([C:18]3[C:22]([O:23][CH3:24])=[C:21]([C:25]4[CH:30]=[CH:29][C:28]([Cl:31])=[CH:27][CH:26]=4)[N:20]([C:32]4[CH:37]=[CH:36][CH:35]=[CH:34][C:33]=4[Cl:38])[N:19]=3)=[O:17])[CH2:11][CH2:10]2)=[O:8])=[CH:4][CH:3]=1.O.C(OCC)(=O)C.[CH3:46][N:47](C)C=O. (4) Given the product [O:48]=[C:42]1[CH:41]([N:35]2[C:34](=[O:49])[C:33]3[C:37](=[CH:38][CH:39]=[C:31]([CH2:30][NH:29][C:9]([C:6]4[CH:5]=[CH:4][C:3]([S:2][CH3:1])=[CH:8][N:7]=4)=[O:11])[CH:32]=3)[C:36]2=[O:40])[CH2:46][CH2:45][C:44](=[O:47])[NH:43]1, predict the reactants needed to synthesize it. The reactants are: [CH3:1][S:2][C:3]1[CH:4]=[CH:5][C:6]([C:9]([OH:11])=O)=[N:7][CH:8]=1.C1N=CN(C(N2C=NC=C2)=O)C=1.CS(O)(=O)=O.[NH2:29][CH2:30][C:31]1[CH:32]=[C:33]2[C:37](=[CH:38][CH:39]=1)[C:36](=[O:40])[N:35]([CH:41]1[CH2:46][CH2:45][C:44](=[O:47])[NH:43][C:42]1=[O:48])[C:34]2=[O:49].CCOC(C)=O. (5) Given the product [CH3:1][O:2][CH2:3][C:4]1[CH:5]=[CH:6][C:7]([C:10]2[C:11](=[O:19])[N:12]([C:23](=[O:37])[CH2:24][NH:26][C:27]3[CH:32]=[CH:31][CH:30]=[C:29]([C:33]([F:36])([F:35])[F:34])[CH:28]=3)[C:13]3([CH2:15][CH2:16][CH2:17][CH2:18]3)[N:14]=2)=[CH:8][CH:9]=1, predict the reactants needed to synthesize it. The reactants are: [CH3:1][O:2][CH2:3][C:4]1[CH:9]=[CH:8][C:7]([C:10]2[C:11](=[O:19])[NH:12][C:13]3([CH2:18][CH2:17][CH2:16][CH2:15]3)[N:14]=2)=[CH:6][CH:5]=1.[H-].[Na+].Br[CH2:23][C:24]([NH:26][C:27]1[CH:32]=[CH:31][CH:30]=[C:29]([C:33]([F:36])([F:35])[F:34])[CH:28]=1)=O.[OH2:37]. (6) Given the product [CH2:13]([N:22]1[CH2:21][C:20]([OH:23])=[C:19]2[C:14]([CH:15]=[CH:16][N:17]([CH2:25][C:26]3[CH:31]=[CH:30][C:29]([F:32])=[CH:28][CH:27]=3)[C:18]2=[O:24])=[C:2]1[C:3]([NH2:34])=[O:5])[CH3:11], predict the reactants needed to synthesize it. The reactants are: F[C:2](F)(F)[C:3]([O-:5])=O.C(O[C:11]([C:13]1[NH+:22]=[CH:21][C:20]([OH:23])=[C:19]2[C:14]=1[CH2:15][CH2:16][N:17]([CH2:25][C:26]1[CH:31]=[CH:30][C:29]([F:32])=[CH:28][CH:27]=1)[C:18]2=[O:24])=O)C.Br[N:34]1C(=O)CCC1=O.CC(N=NC(C#N)(C)C)(C#N)C. (7) Given the product [CH:1]1([C:7]2[CH:8]=[CH:9][C:10]([C:11]#[N:12])=[CH:13][CH:14]=2)[CH2:2][CH2:3][CH2:4][CH2:5][CH2:6]1, predict the reactants needed to synthesize it. The reactants are: [C:1]1([C:7]2[CH:14]=[CH:13][C:10]([C:11]#[N:12])=[CH:9][CH:8]=2)[CH2:6][CH2:5][CH2:4][CH2:3][CH:2]=1.